The task is: Predict the product of the given reaction.. This data is from Forward reaction prediction with 1.9M reactions from USPTO patents (1976-2016). (1) Given the reactants [Br-:1].[Br-].[Br-].C1([N+](C)(C)C)C=CC=CC=1.C1([N+](C)(C)C)C=CC=CC=1.C1([N+](C)(C)C)C=CC=CC=1.[CH2:34]([O:36][C:37](=[O:55])[C:38]1[CH:43]=[C:42]([C:44](=[O:46])[CH3:45])[CH:41]=[CH:40][C:39]=1[O:47][CH2:48][C:49]1[CH:54]=[CH:53][CH:52]=[CH:51][CH:50]=1)C.O, predict the reaction product. The product is: [CH3:34][O:36][C:37](=[O:55])[C:38]1[CH:43]=[C:42]([C:44](=[O:46])[CH2:45][Br:1])[CH:41]=[CH:40][C:39]=1[O:47][CH2:48][C:49]1[CH:54]=[CH:53][CH:52]=[CH:51][CH:50]=1. (2) Given the reactants [CH2:1]([S:3](=[N:29][C:30]#[N:31])([C:5]1[C:6]([C:15]2[N:27]([CH3:28])[C:18]3=[N:19][CH:20]=[C:21]([C:23]([F:26])([F:25])[F:24])[CH:22]=[C:17]3[N:16]=2)=[N:7][CH:8]=[C:9]([C:11]([F:14])([F:13])[F:12])[CH:10]=1)=[O:4])[CH3:2].S(=O)(=O)(O)[OH:33].[OH-].[Na+], predict the reaction product. The product is: [CH2:1]([S:3](=[N:29][C:30]([NH2:31])=[O:33])([C:5]1[C:6]([C:15]2[N:27]([CH3:28])[C:18]3=[N:19][CH:20]=[C:21]([C:23]([F:24])([F:26])[F:25])[CH:22]=[C:17]3[N:16]=2)=[N:7][CH:8]=[C:9]([C:11]([F:14])([F:13])[F:12])[CH:10]=1)=[O:4])[CH3:2]. (3) Given the reactants [CH3:1][O-:2].[Na+].[CH3:4][C:5]1([CH3:12])[CH2:10][O:9][C:8](=[O:11])[CH2:7][CH2:6]1, predict the reaction product. The product is: [CH3:1][O:2][C:8](=[O:11])[CH2:7][CH2:6][C:5]([CH3:12])([CH3:4])[CH2:10][OH:9]. (4) Given the reactants Br[C:2]1[CH:7]=[CH:6][C:5]([C:8]([N:10]2[CH2:15][CH2:14][N:13]([CH3:16])[CH2:12][CH2:11]2)=[O:9])=[C:4]([N+:17]([O-:19])=[O:18])[CH:3]=1.C[C:21]1([CH3:37])C(C)(C)OB(B2OC(C)(C)C(C)(C)O2)O1.CC([O-])=O.[K+].ClC1N=[CH:46][C:47]2[N:48]([C:50]([C:53]3[CH:60]=[CH:59][C:56]([C:57]#[N:58])=[CH:55][CH:54]=3)=[CH:51][N:52]=2)C=1.C([O-])([O-])=O.[K+].[K+].C[N:68](C=O)C, predict the reaction product. The product is: [CH3:16][N:13]1[CH2:14][CH2:15][N:10]([C:8]([C:5]2[CH:6]=[CH:7][C:2]([C:21]3[CH:37]=[CH:46][C:47]4[N:48]([C:50]([C:53]5[CH:54]=[CH:55][C:56]([C:57]#[N:58])=[CH:59][CH:60]=5)=[CH:51][N:52]=4)[N:68]=3)=[CH:3][C:4]=2[N+:17]([O-:19])=[O:18])=[O:9])[CH2:11][CH2:12]1. (5) The product is: [Br:15][C:16]1[CH:21]=[CH:20][C:19]([CH2:22][NH:23][C:12]([C:10]2[S:11][C:7]([C:4]3[CH:3]=[CH:2][N:1]=[CH:6][CH:5]=3)=[CH:8][CH:9]=2)=[O:14])=[CH:18][CH:17]=1. Given the reactants [N:1]1[CH:6]=[CH:5][C:4]([C:7]2[S:11][C:10]([C:12]([OH:14])=O)=[CH:9][CH:8]=2)=[CH:3][CH:2]=1.[Br:15][C:16]1[CH:21]=[CH:20][C:19]([CH2:22][NH2:23])=[CH:18][CH:17]=1, predict the reaction product. (6) Given the reactants C[CH2:2][N:3](C(C)C)C(C)C.[N:10]1[C:17](Cl)=[N:16][C:14](Cl)=[N:13][C:11]=1[Cl:12].[Cl:19][C:20]1[CH:25]=[C:24]([Cl:26])[CH:23]=[CH:22][C:21]=1[CH2:27][NH:28][C:29]([C:31]1[CH:32]=[C:33]2[C:38](=[CH:39][CH:40]=1)[NH:37][CH2:36][CH2:35][CH2:34]2)=[O:30].CN, predict the reaction product. The product is: [Cl:12][C:11]1[N:10]=[C:17]([NH:3][CH3:2])[N:16]=[C:14]([N:37]2[C:38]3[C:33](=[CH:32][C:31]([C:29]([NH:28][CH2:27][C:21]4[CH:22]=[CH:23][C:24]([Cl:26])=[CH:25][C:20]=4[Cl:19])=[O:30])=[CH:40][CH:39]=3)[CH2:34][CH2:35][CH2:36]2)[N:13]=1.